Dataset: Reaction yield outcomes from USPTO patents with 853,638 reactions. Task: Predict the reaction yield, written as a fraction of the theoretical maximum amount of product (1.0 means a 100% yield; for example, 0.34 means a 34% yield). (1) The reactants are [N+:1]([C:4]1[CH:5]=[C:6]([C:19]#[N:20])[C:7](=[CH:10][C:11]=1[NH:12][C:13]1[CH:18]=[CH:17][CH:16]=[CH:15][CH:14]=1)[C:8]#[N:9])([O-])=O.[O-]S(S([O-])=O)=O.[Na+].[Na+]. The catalyst is CCO. The product is [NH2:1][C:4]1[CH:5]=[C:6]([C:19]#[N:20])[C:7](=[CH:10][C:11]=1[NH:12][C:13]1[CH:18]=[CH:17][CH:16]=[CH:15][CH:14]=1)[C:8]#[N:9]. The yield is 0.830. (2) The reactants are [NH2:1][C:2]1[CH:3]=[C:4]([C:9]2[O:10][C:11]3[C:16]([C:17](=[O:20])[C:18]=2[OH:19])=[CH:15][C:14]([CH3:21])=[CH:13][CH:12]=3)[CH:5]=[CH:6][C:7]=1[OH:8].[C:22](OC(=O)C)(=[O:24])[CH3:23]. The catalyst is ClCCl. The product is [OH:8][C:7]1[CH:6]=[CH:5][C:4]([C:9]2[O:10][C:11]3[C:16]([C:17](=[O:20])[C:18]=2[OH:19])=[CH:15][C:14]([CH3:21])=[CH:13][CH:12]=3)=[CH:3][C:2]=1[NH:1][C:22](=[O:24])[CH3:23]. The yield is 0.440. (3) The reactants are [H-].[Al+3].[Li+].[H-].[H-].[H-].C[O:8][C:9](=O)[CH2:10][C:11]1([CH2:27][CH3:28])[CH2:16][CH2:15][N:14]([C:17]2[S:18][C:19]3[CH:25]=[C:24]([Cl:26])[CH:23]=[CH:22][C:20]=3[N:21]=2)[CH2:13][CH2:12]1.O.[OH-].[Na+]. The catalyst is O1CCCC1. The product is [Cl:26][C:24]1[CH:23]=[CH:22][C:20]2[N:21]=[C:17]([N:14]3[CH2:15][CH2:16][C:11]([CH2:10][CH2:9][OH:8])([CH2:27][CH3:28])[CH2:12][CH2:13]3)[S:18][C:19]=2[CH:25]=1. The yield is 0.910. (4) The reactants are [NH:1]1[C:9]2[C:4](=[CH:5][CH:6]=[CH:7][N:8]=2)[CH:3]=[CH:2]1.[H][H]. The catalyst is C(O)C.[Ni]. The product is [NH:1]1[C:9]2[C:4](=[CH:5][CH:6]=[CH:7][N:8]=2)[CH2:3][CH2:2]1. The yield is 0.790. (5) The reactants are [CH2:1]([N:8]1[CH2:13][CH2:12][N:11]([C:14]([O:16][C:17]([CH3:20])([CH3:19])[CH3:18])=[O:15])[C@H:10]([CH2:21][C:22]2[CH:27]=[CH:26][C:25](OS(C(F)(F)F)(=O)=O)=[CH:24][CH:23]=2)[CH2:9]1)[C:2]1[CH:7]=[CH:6][CH:5]=[CH:4][CH:3]=1.[CH3:36][N:37](C=O)C. The catalyst is [C-]#N.[C-]#N.[Zn+2].C1C=CC([P]([Pd]([P](C2C=CC=CC=2)(C2C=CC=CC=2)C2C=CC=CC=2)([P](C2C=CC=CC=2)(C2C=CC=CC=2)C2C=CC=CC=2)[P](C2C=CC=CC=2)(C2C=CC=CC=2)C2C=CC=CC=2)(C2C=CC=CC=2)C2C=CC=CC=2)=CC=1. The product is [CH2:1]([N:8]1[CH2:13][CH2:12][N:11]([C:14]([O:16][C:17]([CH3:19])([CH3:18])[CH3:20])=[O:15])[C@H:10]([CH2:21][C:22]2[CH:23]=[CH:24][C:25]([C:36]#[N:37])=[CH:26][CH:27]=2)[CH2:9]1)[C:2]1[CH:7]=[CH:6][CH:5]=[CH:4][CH:3]=1. The yield is 0.580.